This data is from Full USPTO retrosynthesis dataset with 1.9M reactions from patents (1976-2016). The task is: Predict the reactants needed to synthesize the given product. (1) Given the product [CH3:13][O:14][C:15]1[C:16]([C:29](=[O:31])[CH:30]=[CH:1][C:3]2[CH:12]=[CH:11][C:6]([C:7]([O:9][CH2:10][CH3:32])=[O:8])=[CH:5][CH:4]=2)=[CH:17][C:18]2[C:19]([CH3:28])([CH3:27])[CH2:20][CH2:21][C:22]([CH3:26])([CH3:25])[C:23]=2[CH:24]=1, predict the reactants needed to synthesize it. The reactants are: [CH:1]([C:3]1[CH:12]=[CH:11][C:6]([C:7]([O:9][CH3:10])=[O:8])=[CH:5][CH:4]=1)=O.[CH3:13][O:14][C:15]1[C:16]([C:29](=[O:31])[CH3:30])=[CH:17][C:18]2[C:19]([CH3:28])([CH3:27])[CH2:20][CH2:21][C:22]([CH3:26])([CH3:25])[C:23]=2[CH:24]=1.[CH2:32](O)C.Cl.CN(C)CCCN=C=NCC. (2) Given the product [CH3:47][O:46][C:41]1[CH:42]=[CH:43][CH:44]=[CH:45][C:40]=1[C:37]1[CH:38]=[C:39]2[C:34](=[CH:35][CH:36]=1)[NH:33][C:32]([CH3:49])([CH3:48])[CH:31]=[C:30]2[CH2:29][NH:15][C:16]1[CH:17]=[CH:18][CH:9]=[CH:10][CH:11]=1, predict the reactants needed to synthesize it. The reactants are: COC1C=CC=CC=1[C:9]1[CH:10]=[C:11]2[C:16](=[CH:17][CH:18]=1)[NH:15]C(C)(C)C=C2CSCCC(C)C.Br[CH2:29][C:30]1[C:39]2[C:34](=[CH:35][CH:36]=[C:37]([C:40]3[CH:45]=[CH:44][CH:43]=[CH:42][C:41]=3[O:46][CH3:47])[CH:38]=2)[NH:33][C:32]([CH3:49])([CH3:48])[CH:31]=1.C(=O)([O-])[O-].[K+].[K+].CC(C)CCS. (3) Given the product [NH2:21][C@@H:10]([CH2:11][C@@H:12]([C:15]1[CH:16]=[CH:17][CH:18]=[CH:19][CH:20]=1)[CH2:13][CH3:14])[CH2:9][OH:8], predict the reactants needed to synthesize it. The reactants are: [H-].[Al+3].[Li+].[H-].[H-].[H-].C[O:8][C:9](=O)[C@@H:10]([NH2:21])[CH2:11][C@@H:12]([C:15]1[CH:20]=[CH:19][CH:18]=[CH:17][CH:16]=1)[CH2:13][CH3:14]. (4) Given the product [CH2:1]([O:5][CH2:6][CH2:7][O:8][C:9]1[CH:10]=[CH:11][C:12]([C:15]2[CH:20]=[CH:19][C:18]([N:21]([CH3:29])[CH2:22][C:23]3[CH:24]=[N:25][N:26]([CH3:28])[CH:27]=3)=[C:17](/[CH:30]=[C:31](\[CH3:35])/[C:32]([NH:62][C:61]3[CH:63]=[CH:64][C:58]([S@:56]([CH2:55][C:54]4[N:50]([CH2:47][CH2:48][CH3:49])[CH:51]=[N:52][CH:53]=4)=[O:57])=[CH:59][CH:60]=3)=[O:34])[CH:16]=2)=[CH:13][CH:14]=1)[CH2:2][CH2:3][CH3:4], predict the reactants needed to synthesize it. The reactants are: [CH2:1]([O:5][CH2:6][CH2:7][O:8][C:9]1[CH:14]=[CH:13][C:12]([C:15]2[CH:20]=[CH:19][C:18]([N:21]([CH3:29])[CH2:22][C:23]3[CH:24]=[N:25][N:26]([CH3:28])[CH:27]=3)=[C:17](/[CH:30]=[C:31](\[CH3:35])/[C:32]([OH:34])=O)[CH:16]=2)=[CH:11][CH:10]=1)[CH2:2][CH2:3][CH3:4].CN(C=O)C.C(Cl)(=O)C(Cl)=O.[CH2:47]([N:50]1[C:54]([CH2:55][S@@:56]([C:58]2[CH:64]=[CH:63][C:61]([NH2:62])=[CH:60][CH:59]=2)=[O:57])=[CH:53][N:52]=[CH:51]1)[CH2:48][CH3:49]. (5) Given the product [CH3:1][O:2][C:3]1[CH:24]=[CH:23][C:6]([C:7]([NH:9][C:10]2[CH:15]=[CH:14][C:13]([NH:16][S:17]([CH3:20])(=[O:19])=[O:18])=[C:12]([O:21][CH3:22])[CH:11]=2)=[O:8])=[CH:5][C:4]=1[NH:25][S:29]([CH3:28])(=[O:31])=[O:30], predict the reactants needed to synthesize it. The reactants are: [CH3:1][O:2][C:3]1[CH:24]=[CH:23][C:6]([C:7]([NH:9][C:10]2[CH:15]=[CH:14][C:13]([NH:16][S:17]([CH3:20])(=[O:19])=[O:18])=[C:12]([O:21][CH3:22])[CH:11]=2)=[O:8])=[CH:5][C:4]=1[N+:25]([O-])=O.[CH3:28][S:29](Cl)(=[O:31])=[O:30].Cl.ClCCl. (6) Given the product [Cl:3][C:4]1[C:5]([C:13]2[CH:18]=[CH:17][C:16]([Cl:19])=[CH:15][C:14]=2[Cl:20])=[N:6][S:7][C:8]=1[C:9]([OH:11])=[O:10], predict the reactants needed to synthesize it. The reactants are: [OH-].[Na+].[Cl:3][C:4]1[C:5]([C:13]2[CH:18]=[CH:17][C:16]([Cl:19])=[CH:15][C:14]=2[Cl:20])=[N:6][S:7][C:8]=1[C:9]([O:11]C)=[O:10]. (7) Given the product [CH3:1][Si:2]([CH3:12])([CH3:11])[C:3]1[CH:10]=[CH:9][C:6]([CH2:7][NH:8][C:27](=[O:28])[CH2:26][CH2:25][C:17]2[CH:18]=[CH:19][C:20]([O:21][CH2:22][C:23]#[CH:24])=[C:15]([O:14][CH3:13])[CH:16]=2)=[CH:5][CH:4]=1, predict the reactants needed to synthesize it. The reactants are: [CH3:1][Si:2]([CH3:12])([CH3:11])[C:3]1[CH:10]=[CH:9][C:6]([CH2:7][NH2:8])=[CH:5][CH:4]=1.[CH3:13][O:14][C:15]1[CH:16]=[C:17]([CH2:25][CH2:26][C:27](O)=[O:28])[CH:18]=[CH:19][C:20]=1[O:21][CH2:22][C:23]#[CH:24]. (8) The reactants are: [CH3:1][O:2][C:3]1[C:8]2[N:9]=[C:10]([C:12]([CH:14]3[CH2:19][CH2:18][NH:17][CH2:16][CH2:15]3)=[O:13])[S:11][C:7]=2[CH:6]=[CH:5][CH:4]=1.Cl[CH2:21][C:22]([C:24]1[CH:33]=[CH:32][C:27]2[O:28][CH2:29][CH2:30][O:31][C:26]=2[CH:25]=1)=[O:23].CCN(C(C)C)C(C)C. Given the product [O:28]1[C:27]2[CH:32]=[CH:33][C:24]([C:22](=[O:23])[CH2:21][N:17]3[CH2:18][CH2:19][CH:14]([C:12]([C:10]4[S:11][C:7]5[CH:6]=[CH:5][CH:4]=[C:3]([O:2][CH3:1])[C:8]=5[N:9]=4)=[O:13])[CH2:15][CH2:16]3)=[CH:25][C:26]=2[O:31][CH2:30][CH2:29]1, predict the reactants needed to synthesize it.